This data is from Forward reaction prediction with 1.9M reactions from USPTO patents (1976-2016). The task is: Predict the product of the given reaction. (1) The product is: [CH2:1]([O:8][CH:9]1[CH:14]([O:15][CH2:16][C:17]2[CH:22]=[CH:21][CH:20]=[CH:19][CH:18]=2)[CH:13]([O:23][CH2:24][C:25]2[CH:26]=[CH:27][CH:28]=[CH:29][CH:30]=2)[CH:12]([O:31][CH2:32][C:33]2[CH:38]=[CH:37][CH:36]=[CH:35][CH:34]=2)[CH:11]([O:39][CH2:5][CH2:6][CH3:7])[C:10]1([O:43][C:1](=[O:8])[CH2:2][CH2:3][CH3:4])[CH2:40][CH2:41][CH3:42])[C:2]1[CH:7]=[CH:6][CH:5]=[CH:4][CH:3]=1. Given the reactants [CH2:1]([O:8][CH:9]1[CH:14]([O:15][CH2:16][C:17]2[CH:22]=[CH:21][CH:20]=[CH:19][CH:18]=2)[CH:13]([O:23][CH2:24][C:25]2[CH:30]=[CH:29][CH:28]=[CH:27][CH:26]=2)[CH:12]([O:31][CH2:32][C:33]2[CH:38]=[CH:37][CH:36]=[CH:35][CH:34]=2)[CH:11]([OH:39])[C:10]1([OH:43])[CH2:40][CH2:41][CH3:42])[C:2]1[CH:7]=[CH:6][CH:5]=[CH:4][CH:3]=1.[H][H], predict the reaction product. (2) The product is: [CH3:8][C:7]1[O:6][C:5]([C:9]2[S:10][CH:11]=[CH:12][CH:13]=2)=[N:4][C:3]=1[CH2:2][O:14][C:15]1[CH:16]=[CH:17][C:18]([CH2:19][O:20]/[N:21]=[C:22](/[C:34]2[CH:35]=[CH:36][CH:37]=[CH:38][CH:39]=2)\[CH2:23][CH2:24][CH2:25][CH2:26][CH2:27][CH2:28][C:29]([O:31][CH2:32][CH3:33])=[O:30])=[CH:40][CH:41]=1. Given the reactants Cl[CH2:2][C:3]1[N:4]=[C:5]([C:9]2[S:10][CH:11]=[CH:12][CH:13]=2)[O:6][C:7]=1[CH3:8].[OH:14][C:15]1[CH:41]=[CH:40][C:18]([CH2:19][O:20]/[N:21]=[C:22](/[C:34]2[CH:39]=[CH:38][CH:37]=[CH:36][CH:35]=2)\[CH2:23][CH2:24][CH2:25][CH2:26][CH2:27][CH2:28][C:29]([O:31][CH2:32][CH3:33])=[O:30])=[CH:17][CH:16]=1.C(=O)([O-])[O-].[K+].[K+].CN(C)C=O, predict the reaction product. (3) The product is: [Br:21][C:8]1[CH:7]=[C:6]([CH:11]=[CH:10][C:9]=1[CH2:12][NH:13][C:14]([O:16][C:17]([CH3:20])([CH3:19])[CH3:18])=[O:15])[C:5]([OH:22])=[O:4]. Given the reactants [OH-].[Na+].C[O:4][C:5](=[O:22])[C:6]1[CH:11]=[CH:10][C:9]([CH2:12][NH:13][C:14]([O:16][C:17]([CH3:20])([CH3:19])[CH3:18])=[O:15])=[C:8]([Br:21])[CH:7]=1, predict the reaction product. (4) The product is: [ClH:1].[Cl:28][C:23]1[CH:22]=[C:21]([CH:26]=[CH:25][C:24]=1[F:27])[C:20]([NH:19][C@H:16]1[CH2:15][CH2:14][C@@H:13]([NH:12][C:2]2[CH:3]=[C:4]([O:10][CH3:11])[N:5]=[C:6]([O:8][CH3:9])[N:7]=2)[CH2:18][CH2:17]1)=[O:29]. Given the reactants [Cl:1][C:2]1[N:7]=[C:6]([O:8][CH3:9])[N:5]=[C:4]([O:10][CH3:11])[CH:3]=1.[NH2:12][C@@H:13]1[CH2:18][CH2:17][C@H:16]([NH:19][C:20](=[O:29])[C:21]2[CH:26]=[CH:25][C:24]([F:27])=[C:23]([Cl:28])[CH:22]=2)[CH2:15][CH2:14]1, predict the reaction product. (5) Given the reactants C(N(CC)CC)C.[C:8]([O:12][C:13]([N-:15][S:16](N1C=CC(=[N+](C)C)C=C1)(=[O:18])=[O:17])=[O:14])([CH3:11])([CH3:10])[CH3:9].[NH2:28][C:29]1[CH:30]=[C:31]([CH:53]=[CH:54][CH:55]=1)[CH2:32][C:33]1[C:34](=[O:52])[O:35][C:36]2[CH:44]=[C:43]([O:45][C:46](=[O:50])[N:47]([CH3:49])[CH3:48])[C:42]([Cl:51])=[CH:41][C:37]=2[C:38]=1[CH2:39][F:40].O, predict the reaction product. The product is: [C:8]([O:12][C:13]([NH:15][S:16]([NH:28][C:29]1[CH:30]=[C:31]([CH:53]=[CH:54][CH:55]=1)[CH2:32][C:33]1[C:34](=[O:52])[O:35][C:36]2[CH:44]=[C:43]([O:45][C:46](=[O:50])[N:47]([CH3:49])[CH3:48])[C:42]([Cl:51])=[CH:41][C:37]=2[C:38]=1[CH2:39][F:40])(=[O:18])=[O:17])=[O:14])([CH3:11])([CH3:9])[CH3:10].